The task is: Predict the product of the given reaction.. This data is from Forward reaction prediction with 1.9M reactions from USPTO patents (1976-2016). (1) Given the reactants [NH2:1][CH2:2][C@@H:3]1[CH2:8][CH2:7][C@H:6]([NH:9][C:10]2[CH:15]=[C:14]([N:16]([CH3:18])[CH3:17])[C:13]([CH3:19])=[CH:12][N:11]=2)[CH2:5][CH2:4]1.[Cl:20][C:21]1[CH:22]=[C:23]([CH:27]=[CH:28][C:29]=1[F:30])[C:24](O)=[O:25].C1C=CC2N(O)N=NC=2C=1.O.CCN=C=NCCCN(C)C.Cl.C([O-])(O)=O.[Na+], predict the reaction product. The product is: [ClH:20].[Cl:20][C:21]1[CH:22]=[C:23]([CH:27]=[CH:28][C:29]=1[F:30])[C:24]([NH:1][CH2:2][C@H:3]1[CH2:4][CH2:5][C@@H:6]([NH:9][C:10]2[CH:15]=[C:14]([N:16]([CH3:18])[CH3:17])[C:13]([CH3:19])=[CH:12][N:11]=2)[CH2:7][CH2:8]1)=[O:25]. (2) Given the reactants Cl[C:2]1[N:3]=[C:4]([N:19]2[CH2:24][CH2:23][O:22][CH2:21][CH2:20]2)[C:5]2[S:10][C:9]([CH2:11][N:12]3[CH2:17][CH2:16][N:15]([CH3:18])[CH2:14][CH2:13]3)=[CH:8][C:6]=2[N:7]=1.[F:25][C:26]1[CH:27]=[C:28](B2OC(C)(C)C(C)(C)O2)[CH:29]=[C:30]([O:33][CH2:34][C:35]2[CH:40]=[CH:39][C:38]([O:41][CH3:42])=[CH:37][CH:36]=2)[C:31]=1[F:32], predict the reaction product. The product is: [F:25][C:26]1[CH:27]=[C:28]([C:2]2[N:3]=[C:4]([N:19]3[CH2:24][CH2:23][O:22][CH2:21][CH2:20]3)[C:5]3[S:10][C:9]([CH2:11][N:12]4[CH2:17][CH2:16][N:15]([CH3:18])[CH2:14][CH2:13]4)=[CH:8][C:6]=3[N:7]=2)[CH:29]=[C:30]([O:33][CH2:34][C:35]2[CH:40]=[CH:39][C:38]([O:41][CH3:42])=[CH:37][CH:36]=2)[C:31]=1[F:32]. (3) Given the reactants C(OC(N(C)[C@@H](C)C(N[C@@H](C(C)(C)C)C(N1C[C@@H]([C:21]2[CH:30]=[C:29]3[C:24]([CH2:25][C@@H:26]([C:52](=[O:64])[NH:53][C@H:54]4[C:63]5[C:58](=CC=CC=5)CCC4)[N:27]([C:31](=[O:51])[C@@H](NC(=O)[C@@H](N(C(OC(C)(C)C)=O)C)C)C(C)(C)C)C3)=[CH:23][CH:22]=2)C[C@H]1C(N[C@@H](CC1C=CC=CC=1)C(O)=O)=O)=O)=O)=O)(C)(C)C.[C:85]([O:89]C(N[C@@H](CC1C=CC=CC=1)C(O)=O)=O)([CH3:88])([CH3:87])[CH3:86].C(N)C#C, predict the reaction product. The product is: [O:64]=[C:52]([NH:53][CH2:54][C:63]#[CH:58])[C@@H:26]([NH:27][C:31](=[O:51])[O:89][C:85]([CH3:88])([CH3:87])[CH3:86])[CH2:25][C:24]1[CH:23]=[CH:22][CH:21]=[CH:30][CH:29]=1. (4) The product is: [Br:1][C:2]1[CH:7]=[CH:6][CH:5]=[CH:4][C:3]=1[C:8]1[CH:13]=[CH:12][CH:11]=[CH:10][C:9]=1[B:14]1[N:19]2[CH:20]=[CH:21][N:17]=[C:18]2[C:22]2[CH:28]=[CH:27][CH:26]=[CH:25][C:23]=2[NH:24]1. Given the reactants [Br:1][C:2]1[CH:7]=[CH:6][CH:5]=[CH:4][C:3]=1[C:8]1[CH:13]=[CH:12][CH:11]=[CH:10][C:9]=1[B:14](O)O.[NH:17]1[CH:21]=[CH:20][N:19]=[C:18]1[C:22]1[CH:28]=[CH:27][CH:26]=[CH:25][C:23]=1[NH2:24], predict the reaction product.